From a dataset of Forward reaction prediction with 1.9M reactions from USPTO patents (1976-2016). Predict the product of the given reaction. (1) Given the reactants [Br:1][C:2]1[CH:8]=[CH:7][C:5]([NH2:6])=[CH:4][CH:3]=1.Cl.[N:10]1([C:15](N)=[NH:16])C=CC=N1.CCN(C(C)C)C(C)C, predict the reaction product. The product is: [Br:1][C:2]1[CH:8]=[CH:7][C:5]([NH:6][C:15]([NH2:16])=[NH:10])=[CH:4][CH:3]=1. (2) Given the reactants [NH2:1][C:2]1[N:3]=[C:4]([N:17]2[CH2:23][CH2:22][CH:21]3[CH2:24][CH:18]2[CH2:19][N:20]3C(OCC2C=CC=CC=2)=O)[C:5]2[CH2:12][CH2:11][CH2:10][C:9]3[CH:13]=[CH:14][CH:15]=[CH:16][C:8]=3[C:6]=2[N:7]=1.CCO, predict the reaction product. The product is: [CH:18]12[CH2:24][CH:21]([NH:20][CH2:19]1)[CH2:22][CH2:23][N:17]2[C:4]1[C:5]2[CH2:12][CH2:11][CH2:10][C:9]3[CH:13]=[CH:14][CH:15]=[CH:16][C:8]=3[C:6]=2[N:7]=[C:2]([NH2:1])[N:3]=1. (3) Given the reactants [NH2:1][C:2]1[CH:11]=[CH:10][C:5]([C:6]([O:8][CH3:9])=[O:7])=[CH:4][CH:3]=1.[CH2:12]([N:14]=[C:15]=[S:16])[CH3:13].O, predict the reaction product. The product is: [CH2:12]([NH:14][C:15](=[S:16])[NH:1][C:2]1[CH:3]=[CH:4][C:5]([C:6]([O:8][CH3:9])=[O:7])=[CH:10][CH:11]=1)[CH3:13]. (4) Given the reactants [CH2:1]([O:3][C:4](=[O:15])[C:5]([OH:14])([C:10]([F:13])([F:12])[F:11])[CH2:6][C:7]([CH3:9])=[CH2:8])[CH3:2].[F:16][C:17]1[CH:22]=[CH:21][C:20]([O:23][CH3:24])=[CH:19][CH:18]=1.[Al+3].[Cl-].[Cl-].[Cl-].Cl, predict the reaction product. The product is: [CH2:1]([O:3][C:4](=[O:15])[C:5]([OH:14])([C:10]([F:13])([F:12])[F:11])[CH2:6][C:7]([C:21]1[CH:22]=[C:17]([F:16])[CH:18]=[CH:19][C:20]=1[O:23][CH3:24])([CH3:9])[CH3:8])[CH3:2]. (5) Given the reactants [F:1][C:2]1[CH:3]=[CH:4][C:5]([O:9][C:10]2[CH:15]=[CH:14][CH:13]=[CH:12][CH:11]=2)=[C:6]([NH2:8])[CH:7]=1.[CH2:16]([O:23][CH2:24][CH2:25][O:26][C:27]1[CH:34]=[CH:33][C:32]([O:35][CH3:36])=[CH:31][C:28]=1[CH:29]=O)[C:17]1[CH:22]=[CH:21][CH:20]=[CH:19][CH:18]=1, predict the reaction product. The product is: [CH2:16]([O:23][CH2:24][CH2:25][O:26][C:27]1[CH:34]=[CH:33][C:32]([O:35][CH3:36])=[CH:31][C:28]=1[CH2:29][NH:8][C:6]1[CH:7]=[C:2]([F:1])[CH:3]=[CH:4][C:5]=1[O:9][C:10]1[CH:15]=[CH:14][CH:13]=[CH:12][CH:11]=1)[C:17]1[CH:18]=[CH:19][CH:20]=[CH:21][CH:22]=1. (6) Given the reactants [C:1]1([C:27]2[CH:32]=[CH:31][CH:30]=[CH:29][CH:28]=2)[CH:6]=[CH:5][C:4]([CH2:7][CH:8]([CH2:19][C:20]([O:22][C:23]([CH3:26])([CH3:25])[CH3:24])=[O:21])[C:9]([O:11]CC2C=CC=CC=2)=[O:10])=[CH:3][CH:2]=1, predict the reaction product. The product is: [C:1]1([C:27]2[CH:28]=[CH:29][CH:30]=[CH:31][CH:32]=2)[CH:2]=[CH:3][C:4]([CH2:7][CH:8]([CH2:19][C:20]([O:22][C:23]([CH3:26])([CH3:25])[CH3:24])=[O:21])[C:9]([OH:11])=[O:10])=[CH:5][CH:6]=1. (7) Given the reactants Br[C:2]1[CH:7]=[C:6]([C:8]([CH3:11])([CH3:10])[CH3:9])[CH:5]=[C:4]([C:12]([CH3:15])([CH3:14])[CH3:13])[C:3]=1[O:16][CH2:17][CH2:18][CH3:19].C([Li])(C)(C)C.[B:25](OC)([O:28]C)[O:26]C, predict the reaction product. The product is: [CH2:17]([O:16][C:3]1[C:4]([C:12]([CH3:15])([CH3:14])[CH3:13])=[CH:5][C:6]([C:8]([CH3:11])([CH3:10])[CH3:9])=[CH:7][C:2]=1[B:25]([OH:28])[OH:26])[CH2:18][CH3:19].